This data is from Forward reaction prediction with 1.9M reactions from USPTO patents (1976-2016). The task is: Predict the product of the given reaction. (1) Given the reactants [N:1]1([CH2:14][CH2:15][CH2:16][CH2:17][CH2:18][C:19]([C:21]2[CH:26]=[CH:25][CH:24]=[CH:23][CH:22]=2)=[O:20])[C:13]2[C:12]3[CH:11]=[CH:10][CH:9]=[CH:8][C:7]=3[N:6]=[CH:5][C:4]=2[N:3]=[CH:2]1.C1C=C(Cl)C=C(C(OO)=[O:35])C=1, predict the reaction product. The product is: [O-:35][N+:6]1[C:7]2[CH:8]=[CH:9][CH:10]=[CH:11][C:12]=2[C:13]2[N:1]([CH2:14][CH2:15][CH2:16][CH2:17][CH2:18][C:19]([C:21]3[CH:26]=[CH:25][CH:24]=[CH:23][CH:22]=3)=[O:20])[CH:2]=[N:3][C:4]=2[CH:5]=1. (2) Given the reactants [CH3:1][C:2]([CH3:36])([CH3:35])[C:3]#[C:4][C:5]1[S:9][C:8]([C:10]([O:12]C)=[O:11])=[C:7]([N:14]([C:26]([C@H:28]2[CH2:33][CH2:32][C@H:31]([CH3:34])[CH2:30][CH2:29]2)=[O:27])[C@@H:15]([C:18]([N:20]2[CH2:25][CH2:24][O:23][CH2:22][CH2:21]2)=[O:19])[CH2:16][CH3:17])[CH:6]=1.O[Li].O.Cl, predict the reaction product. The product is: [CH3:35][C:2]([CH3:1])([CH3:36])[C:3]#[C:4][C:5]1[S:9][C:8]([C:10]([OH:12])=[O:11])=[C:7]([N:14]([C:26]([C@H:28]2[CH2:29][CH2:30][C@H:31]([CH3:34])[CH2:32][CH2:33]2)=[O:27])[C@@H:15]([C:18]([N:20]2[CH2:21][CH2:22][O:23][CH2:24][CH2:25]2)=[O:19])[CH2:16][CH3:17])[CH:6]=1. (3) Given the reactants [C:1]1(C)[C:2]([S:7]([C:10]2[CH:15]=[CH:14][C:13]([C:16]([F:19])([F:18])[F:17])=[CH:12][C:11]=2[NH2:20])(=[O:9])=[O:8])=[CH:3][CH:4]=[CH:5][CH:6]=1.[O:22]=[C:23](Cl)OC(Cl)(Cl)Cl.[N-]=[C:31]=O.Cl.[CH3:34][O:35][C:36](=[O:57])[C@@H:37]([NH2:56])[CH2:38][C:39]1[CH:44]=[CH:43][C:42]([NH:45][C:46](=[O:55])[C:47]2[C:52]([Cl:53])=[CH:51][CH:50]=[CH:49][C:48]=2[Cl:54])=[CH:41][CH:40]=1.C(N(CC)CC)C, predict the reaction product. The product is: [CH3:34][O:35][C:36](=[O:57])[C@@H:37]([NH:56][C:23]([NH:20][C:11]1[CH:12]=[C:13]([C:16]([F:17])([F:18])[F:19])[CH:14]=[CH:15][C:10]=1[S:7]([C:2]1[CH:1]=[CH:6][C:5]([CH3:31])=[CH:4][CH:3]=1)(=[O:9])=[O:8])=[O:22])[CH2:38][C:39]1[CH:44]=[CH:43][C:42]([NH:45][C:46](=[O:55])[C:47]2[C:48]([Cl:54])=[CH:49][CH:50]=[CH:51][C:52]=2[Cl:53])=[CH:41][CH:40]=1.